This data is from Peptide-MHC class II binding affinity with 134,281 pairs from IEDB. The task is: Regression. Given a peptide amino acid sequence and an MHC pseudo amino acid sequence, predict their binding affinity value. This is MHC class II binding data. (1) The peptide sequence is ALISKYAGINVLN. The MHC is DRB1_1501 with pseudo-sequence DRB1_1501. The binding affinity (normalized) is 0.373. (2) The peptide sequence is ESYKFIPALEAAVKQAYAAT. The MHC is DRB5_0101 with pseudo-sequence DRB5_0101. The binding affinity (normalized) is 0.689. (3) The peptide sequence is FTVNQTSRLLMRRMR. The MHC is HLA-DQA10201-DQB10303 with pseudo-sequence HLA-DQA10201-DQB10303. The binding affinity (normalized) is 0.469. (4) The peptide sequence is MFNMLSTVLGVSILN. The MHC is DRB5_0101 with pseudo-sequence DRB5_0101. The binding affinity (normalized) is 0.203. (5) The peptide sequence is MLEKTKEDLFGKKNL. The MHC is DRB1_1301 with pseudo-sequence DRB1_1301. The binding affinity (normalized) is 0.302. (6) The peptide sequence is PISVTAPPPQLPRPP. The MHC is DRB1_1101 with pseudo-sequence DRB1_1101. The binding affinity (normalized) is 0.275. (7) The peptide sequence is GDVFVIREPFISCSH. The MHC is DRB1_1501 with pseudo-sequence DRB1_1501. The binding affinity (normalized) is 0.364.